Dataset: Forward reaction prediction with 1.9M reactions from USPTO patents (1976-2016). Task: Predict the product of the given reaction. (1) Given the reactants [CH2:1]([C:3]1[CH:11]=[C:10]2[C:6]([C:7](=O)[C:8](=[O:12])[NH:9]2)=[CH:5][CH:4]=1)[CH3:2].[CH:14]1[C:19]([NH:20][NH2:21])=[CH:18][CH:17]=[C:16]([S:22]([NH2:25])(=[O:24])=[O:23])[CH:15]=1.Cl, predict the reaction product. The product is: [CH2:1]([C:3]1[CH:11]=[C:10]2[C:6]([C:7](=[N:21][NH:20][C:19]3[CH:18]=[CH:17][C:16]([S:22]([NH2:25])(=[O:23])=[O:24])=[CH:15][CH:14]=3)[C:8](=[O:12])[NH:9]2)=[CH:5][CH:4]=1)[CH3:2]. (2) Given the reactants [F:1][C:2]([F:18])([F:17])[C:3]([NH:5][C@@H:6]1[C:15]2[C:10](=[CH:11][CH:12]=[CH:13][CH:14]=2)[C:9](=[O:16])[CH2:8][CH2:7]1)=[O:4].C(O)=O.CCN(CC)CC, predict the reaction product. The product is: [F:1][C:2]([F:17])([F:18])[C:3]([NH:5][C@@H:6]1[C:15]2[C:10](=[CH:11][CH:12]=[CH:13][CH:14]=2)[C@@H:9]([OH:16])[CH2:8][CH2:7]1)=[O:4]. (3) Given the reactants [NH2:1][C:2]1[CH:3]=[CH:4][C:5]([C:8]#[N:9])=[N:6][CH:7]=1.C(N(CC)CC)C.[S:17]1[CH:21]=[CH:20][CH:19]=[C:18]1[C:22](Cl)=[O:23], predict the reaction product. The product is: [C:8]([C:5]1[N:6]=[CH:7][C:2]([NH:1][C:22]([C:18]2[S:17][CH:21]=[CH:20][CH:19]=2)=[O:23])=[CH:3][CH:4]=1)#[N:9]. (4) Given the reactants Br[C:2]1[CH:7]=[C:6]([NH:8][C:9](=[O:20])[C:10]2[C:15]([Cl:16])=[CH:14][C:13]([C:17]#[N:18])=[CH:12][C:11]=2[Cl:19])[CH:5]=[CH:4][N:3]=1.[CH:21]1([C:24]([NH2:26])=[O:25])[CH2:23][CH2:22]1.CC1(C)C2C(=C(P(C3C=CC=CC=3)C3C=CC=CC=3)C=CC=2)OC2C(P(C3C=CC=CC=3)C3C=CC=CC=3)=CC=CC1=2.C([O-])([O-])=O.[Cs+].[Cs+], predict the reaction product. The product is: [Cl:19][C:11]1[CH:12]=[C:13]([C:17]#[N:18])[CH:14]=[C:15]([Cl:16])[C:10]=1[C:9]([NH:8][C:6]1[CH:5]=[CH:4][N:3]=[C:2]([NH:26][C:24]([CH:21]2[CH2:23][CH2:22]2)=[O:25])[CH:7]=1)=[O:20].